The task is: Regression/Classification. Given a drug SMILES string, predict its toxicity properties. Task type varies by dataset: regression for continuous values (e.g., LD50, hERG inhibition percentage) or binary classification for toxic/non-toxic outcomes (e.g., AMES mutagenicity, cardiotoxicity, hepatotoxicity). Dataset: herg_karim.. This data is from hERG potassium channel inhibition data for cardiac toxicity prediction from Karim et al.. (1) The result is 0 (non-blocker). The compound is COc1cc(C(=O)NC2CCN(C)CC2)ccc1Nc1ncc2c(n1)N(C1CCCC1)CCC(=O)N2C(C)C. (2) The molecule is CC(C)Oc1cc(C(C2=CNC(C(O)(C(F)(F)F)C(F)(F)F)S2)c2ccc[n+]([O-])c2)ccc1OC(F)F. The result is 0 (non-blocker). (3) The result is 1 (blocker). The molecule is COc1nc(N2C[C@H]3C(=O)N(C)C(=N)N[C@@]3(c3ccc(F)cc3F)C2)nc(C)c1F.